This data is from Reaction yield outcomes from USPTO patents with 853,638 reactions. The task is: Predict the reaction yield, written as a fraction of the theoretical maximum amount of product (1.0 means a 100% yield; for example, 0.34 means a 34% yield). (1) The reactants are Br[C:2]1[CH:7]=[CH:6][C:5]([NH:8][C:9]2[O:10][C:11]3[CH:17]=[CH:16][C:15]([CH3:18])=[CH:14][C:12]=3[N:13]=2)=[CH:4][CH:3]=1.FC1C=C([C:41]2[CH:46]=[CH:45][C:44]([C:47]([C@@H:49]3[CH2:53][CH2:52][CH2:51][C@H:50]3[C:54]([OH:56])=[O:55])=[O:48])=[CH:43][CH:42]=2)C=CC=1NC1SC2C=C(OC(F)(F)F)C=CC=2N=1. No catalyst specified. The product is [CH3:18][C:15]1[CH:16]=[CH:17][C:11]2[O:10][C:9]([NH:8][C:5]3[CH:6]=[CH:7][C:2]([C:41]4[CH:42]=[CH:43][C:44]([C:47]([C@@H:49]5[CH2:53][CH2:52][CH2:51][C@H:50]5[C:54]([OH:56])=[O:55])=[O:48])=[CH:45][CH:46]=4)=[CH:3][CH:4]=3)=[N:13][C:12]=2[CH:14]=1. The yield is 0.170. (2) The reactants are [NH:1]1[CH2:6][CH2:5][O:4][CH2:3][CH2:2]1.CN1C(=O)CCC1.[Br:14][C:15]1[CH:16]=[N:17][CH:18]=[C:19](Br)[CH:20]=1. The catalyst is C1(C)C=CC=CC=1. The product is [Br:14][C:15]1[CH:20]=[C:19]([N:1]2[CH2:6][CH2:5][O:4][CH2:3][CH2:2]2)[CH:18]=[N:17][CH:16]=1. The yield is 0.195. (3) The reactants are [CH3:1][O:2][C:3]1[CH:4]=[C:5]([C:12]2[O:13][C:14]([CH2:17][N:18]3[CH2:22][CH2:21][CH2:20][CH2:19]3)=[N:15][N:16]=2)[CH:6]=[CH:7][C:8]=1[N+:9]([O-])=O. The catalyst is [Pt].CCOC(C)=O. The product is [CH3:1][O:2][C:3]1[CH:4]=[C:5]([C:12]2[O:13][C:14]([CH2:17][N:18]3[CH2:22][CH2:21][CH2:20][CH2:19]3)=[N:15][N:16]=2)[CH:6]=[CH:7][C:8]=1[NH2:9]. The yield is 0.250. (4) The reactants are [C:1]([O:5][C:6](=[O:18])[NH:7][C:8]1([C:11]2[CH:16]=[CH:15][C:14]([I:17])=[CH:13][CH:12]=2)[CH2:10][CH2:9]1)([CH3:4])([CH3:3])[CH3:2].CI.[H-].[Na+].[CH3:23]COC(C)=O. The catalyst is C1COCC1.O. The product is [C:1]([O:5][C:6](=[O:18])[N:7]([C:8]1([C:11]2[CH:12]=[CH:13][C:14]([I:17])=[CH:15][CH:16]=2)[CH2:9][CH2:10]1)[CH3:23])([CH3:4])([CH3:2])[CH3:3]. The yield is 0.950. (5) The reactants are [CH3:1][C:2]1[NH:10][C:5]2=[CH:6][N:7]=[CH:8][CH:9]=[C:4]2[CH:3]=1.[Li]CCCC.C(O[K])(C)(C)C.[F:22][C:23]1([C:26](=[O:40])[CH2:27][C:28]([C:31]2[CH:36]=[C:35]([F:37])[CH:34]=[CH:33][C:32]=2[O:38][CH3:39])([CH3:30])[CH3:29])[CH2:25][CH2:24]1. The catalyst is C1COCC1.C(OCC)(=O)C. The product is [F:22][C:23]1([C:26]([OH:40])([CH2:27][C:28]([C:31]2[CH:36]=[C:35]([F:37])[CH:34]=[CH:33][C:32]=2[O:38][CH3:39])([CH3:30])[CH3:29])[CH2:1][C:2]2[NH:10][C:5]3=[CH:6][N:7]=[CH:8][CH:9]=[C:4]3[CH:3]=2)[CH2:24][CH2:25]1. The yield is 0.450.